From a dataset of Experimentally validated miRNA-target interactions with 360,000+ pairs, plus equal number of negative samples. Binary Classification. Given a miRNA mature sequence and a target amino acid sequence, predict their likelihood of interaction. The miRNA is hsa-miR-203a-3p with sequence GUGAAAUGUUUAGGACCACUAG. Result: 1 (interaction). The protein sequence of the target gene is MNPNCARCGKIVYPTEKVNCLDKFWHKACFHCETCKMTLNMKNYKGYEKKPYCNAHYPKQSFTMVADTPENLRLKQQSELQSQVRYKEEFEKNKGKGFSVVADTPELQRIKKTQDQISNIKYHEEFEKSRMGPSGGEGMEPERRDSQDGSSYRRPLEQQQPHHIPTSAPVYQQPQQQPVAQSYGGYKEPAAPVSIQRSAPGGGGKRYRAVYDYSAADEDEVSFQDGDTIVNVQQIDDGWMYGTVERTGDTGMLPANYVEAI.